Dataset: Catalyst prediction with 721,799 reactions and 888 catalyst types from USPTO. Task: Predict which catalyst facilitates the given reaction. (1) Reactant: [NH2:1][CH2:2][CH2:3][CH2:4][NH2:5].[C:6](=O)([O:12]C1C=CC=CC=1)[O:7][C:8]([CH3:11])([CH3:10])[CH3:9].[OH-].[Na+]. The catalyst class is: 2. Product: [C:8]([O:7][C:6]([NH:1][CH2:2][CH2:3][CH2:4][NH2:5])=[O:12])([CH3:11])([CH3:10])[CH3:9]. (2) Reactant: [I-].C[N+]1[CH:7]=[CH:6][N:5]([C:8](/[N:10]=[C:11]2\[S:12][C:13]([CH3:26])=[CH:14][N:15]\2[C:16]2[CH:21]=[CH:20][C:19]([C:22]([F:25])([F:24])[F:23])=[CH:18][CH:17]=2)=[O:9])[CH:4]=1.C(N(C(C)C)CC)(C)C.Cl.CNCC. Product: [CH2:6]([N:5]([CH3:4])[C:8](/[N:10]=[C:11]1\[S:12][C:13]([CH3:26])=[CH:14][N:15]\1[C:16]1[CH:21]=[CH:20][C:19]([C:22]([F:24])([F:25])[F:23])=[CH:18][CH:17]=1)=[O:9])[CH3:7]. The catalyst class is: 10. (3) Reactant: [Br:1][C:2]1[CH:9]=[C:8]([Br:10])[CH:7]=[CH:6][C:3]=1[CH2:4][OH:5].C[O:12][C:13]([CH3:15])=[CH2:14].[C:16]1(C)C=CC(S(O)(=O)=O)=CC=1.[NH+]1C=CC=CC=1.C(=O)([O-])O.[Na+]. Product: [Br:1][C:2]1[CH:9]=[C:8]([Br:10])[CH:7]=[CH:6][C:3]=1[CH:4]([O:12][CH:13]([CH3:15])[CH3:14])[O:5][CH3:16]. The catalyst class is: 7. (4) Reactant: [CH3:1][C:2]1[CH:7]=[CH:6][CH:5]=[C:4]([CH3:8])[C:3]=1[N:9]=[C:10]([C:12]1[N:17]=[C:16]([C:18](=O)[CH3:19])[CH:15]=[CH:14][CH:13]=1)[CH3:11].[CH:21]([C:24]1[CH:29]=[CH:28][CH:27]=[CH:26][C:25]=1[NH2:30])([CH3:23])[CH3:22]. Product: [CH3:1][C:2]1[CH:7]=[CH:6][CH:5]=[C:4]([CH3:8])[C:3]=1[N:9]=[C:10]([C:12]1[CH:13]=[CH:14][CH:15]=[C:16]([C:18](=[N:30][C:25]2[CH:26]=[CH:27][CH:28]=[CH:29][C:24]=2[CH:21]([CH3:23])[CH3:22])[CH3:19])[N:17]=1)[CH3:11]. The catalyst class is: 11. (5) Reactant: [CH3:1][C:2]1[CH:3]=[CH:4][C:5]2[O:10][CH2:9][C:8](=O)[NH:7][C:6]=2[CH:12]=1. Product: [CH3:1][C:2]1[CH:3]=[CH:4][C:5]2[O:10][CH2:9][CH2:8][NH:7][C:6]=2[CH:12]=1. The catalyst class is: 7. (6) Reactant: O[CH2:2][C:3]1[C:4]2[CH:11]=[C:10]([CH3:12])[CH:9]=[CH:8][C:5]=2[S:6][CH:7]=1.P(Br)(Br)[Br:14].O. Product: [Br:14][CH2:2][C:3]1[C:4]2[CH:11]=[C:10]([CH3:12])[CH:9]=[CH:8][C:5]=2[S:6][CH:7]=1. The catalyst class is: 4. (7) Reactant: [Cl:1][C:2]1[CH:3]=[C:4]([CH:9]2[CH2:13][N:12]([C:14]([CH:16]3[CH2:21][CH2:20][NH:19][CH2:18][CH2:17]3)=[O:15])[CH2:11][CH:10]2[N:22]([CH3:37])[C:23](=[O:36])[C:24]2[CH:29]=[CH:28][C:27]([O:30][CH3:31])=[C:26]([C:32]([F:35])([F:34])[F:33])[CH:25]=2)[CH:5]=[CH:6][C:7]=1[Cl:8].Br[CH2:39][CH2:40][C:41]#[N:42].C(=O)([O-])[O-].[Na+].[Na+]. Product: [C:41]([CH2:40][CH2:39][N:19]1[CH2:20][CH2:21][CH:16]([C:14]([N:12]2[CH2:13][CH:9]([C:4]3[CH:5]=[CH:6][C:7]([Cl:8])=[C:2]([Cl:1])[CH:3]=3)[CH:10]([N:22]([CH3:37])[C:23](=[O:36])[C:24]3[CH:29]=[CH:28][C:27]([O:30][CH3:31])=[C:26]([C:32]([F:33])([F:34])[F:35])[CH:25]=3)[CH2:11]2)=[O:15])[CH2:17][CH2:18]1)#[N:42]. The catalyst class is: 96. (8) Reactant: [CH3:1][C:2]1[C:7]2([CH2:9][CH2:8]2)[O:6][C@@H:5]([C:10]2[CH:15]=[CH:14][N:13]=[CH:12][C:11]=2[N+:16]([O-:18])=[O:17])[CH2:4][C:3]=1[O:19][Si](CC)(CC)CC.CC1(C)O[O:29]1.CC(C)=O. Product: [OH:29][C@:2]1([CH3:1])[C:7]2([CH2:9][CH2:8]2)[O:6][C@@H:5]([C:10]2[CH:15]=[CH:14][N:13]=[CH:12][C:11]=2[N+:16]([O-:18])=[O:17])[CH2:4][C:3]1=[O:19]. The catalyst class is: 2. (9) Reactant: [C:1]([O:9][C:10]1[CH:19]=[CH:18][C:13]2[N:14]=[C:15]([CH3:17])[O:16][C:12]=2[CH:11]=1)(=[O:8])[C:2]1[CH:7]=[CH:6][CH:5]=[CH:4][CH:3]=1.FC(F)(F)C(O)=[O:23].O. Product: [C:1]([O:9][C:10]1[CH:19]=[CH:18][C:13]([NH:14][C:15](=[O:23])[CH3:17])=[C:12]([OH:16])[CH:11]=1)(=[O:8])[C:2]1[CH:7]=[CH:6][CH:5]=[CH:4][CH:3]=1. The catalyst class is: 250. (10) Reactant: [Cl:1][CH2:2][C:3](O)=O.[Cl:6][C:7]1[CH:21]=[CH:20][C:10]([CH2:11][NH:12][C:13]2[C:14]([NH2:19])=[CH:15][CH:16]=[CH:17][CH:18]=2)=[CH:9][CH:8]=1.O.C(=O)([O-])[O-].[K+].[K+]. Product: [Cl:6][C:7]1[CH:21]=[CH:20][C:10]([CH2:11][N:12]2[C:13]3[CH:18]=[CH:17][CH:16]=[CH:15][C:14]=3[N:19]=[C:3]2[CH2:2][Cl:1])=[CH:9][CH:8]=1. The catalyst class is: 601.